From a dataset of Forward reaction prediction with 1.9M reactions from USPTO patents (1976-2016). Predict the product of the given reaction. (1) Given the reactants [CH3:1][S:2]([O:5][C:6]1[C:14]([O:15][CH3:16])=[CH:13][C:12]([C:17]2[N:18]([C:28]([O:30][C:31]([CH3:34])([CH3:33])[CH3:32])=[O:29])[C:19]3[C:24]([CH:25]=2)=[CH:23][C:22]([CH:26]=O)=[CH:21][CH:20]=3)=[C:11]2[C:7]=1[CH2:8][NH:9][C:10]2=[O:35])(=[O:4])=[O:3].[NH2:36][CH2:37][CH2:38][C:39]1[CH:40]=[N:41][CH:42]=[CH:43][CH:44]=1.C(O)(=O)C.C(O[BH-](OC(=O)C)OC(=O)C)(=O)C.[Na+], predict the reaction product. The product is: [CH3:1][S:2]([O:5][C:6]1[C:14]([O:15][CH3:16])=[CH:13][C:12]([C:17]2[N:18]([C:28]([O:30][C:31]([CH3:33])([CH3:32])[CH3:34])=[O:29])[C:19]3[C:24]([CH:25]=2)=[CH:23][C:22]([CH2:26][NH:36][CH2:37][CH2:38][C:39]2[CH:40]=[N:41][CH:42]=[CH:43][CH:44]=2)=[CH:21][CH:20]=3)=[C:11]2[C:7]=1[CH2:8][NH:9][C:10]2=[O:35])(=[O:4])=[O:3]. (2) The product is: [Si:1]([O:8][CH:9]1[CH2:14][CH2:13][N:12]([C:15]([C:22]2[CH:23]=[CH:24][CH:25]=[CH:26][CH:27]=2)([C:28]2[CH:29]=[CH:30][CH:31]=[CH:32][CH:33]=2)[C:16]2[CH:17]=[CH:18][CH:19]=[CH:20][CH:21]=2)[CH2:11]/[C:10]/1=[CH:34]\[C:35]1[O:36][CH:48]=[N:47][CH:46]=1)([C:4]([CH3:7])([CH3:6])[CH3:5])([CH3:3])[CH3:2]. Given the reactants [Si:1]([O:8][CH:9]1[CH2:14][CH2:13][N:12]([C:15]([C:28]2[CH:33]=[CH:32][CH:31]=[CH:30][CH:29]=2)([C:22]2[CH:27]=[CH:26][CH:25]=[CH:24][CH:23]=2)[C:16]2[CH:21]=[CH:20][CH:19]=[CH:18][CH:17]=2)[CH2:11]/[C:10]/1=[CH:34]\[CH:35]=[O:36])([C:4]([CH3:7])([CH3:6])[CH3:5])([CH3:3])[CH3:2].C1(C)C=CC(S([CH2:46][N+:47]#[C-:48])(=O)=O)=CC=1.C(=O)([O-])[O-].[K+].[K+].O, predict the reaction product. (3) The product is: [OH:35][C@@H:36]([C:40]1[CH:45]=[CH:44][CH:43]=[CH:42][CH:41]=1)[C:37]([NH:8][C:9]1[S:13][C:12]([CH2:14][CH2:15][CH2:16][CH2:17][N:18]2[CH:23]=[CH:22][C:21]([NH:24][C:25](=[O:33])[CH2:26][C:27]3[CH:28]=[CH:29][CH:30]=[CH:31][CH:32]=3)=[N:20][C:19]2=[O:34])=[N:11][N:10]=1)=[O:38]. Given the reactants CN1CCOCC1.[NH2:8][C:9]1[S:13][C:12]([CH2:14][CH2:15][CH2:16][CH2:17][N:18]2[CH:23]=[CH:22][C:21]([NH:24][C:25](=[O:33])[CH2:26][C:27]3[CH:32]=[CH:31][CH:30]=[CH:29][CH:28]=3)=[N:20][C:19]2=[O:34])=[N:11][N:10]=1.[OH:35][C@@H:36]([C:40]1[CH:45]=[CH:44][CH:43]=[CH:42][CH:41]=1)[C:37](O)=[O:38].C(Cl)CCl.C1C=CC2N(O)N=NC=2C=1, predict the reaction product.